Dataset: Reaction yield outcomes from USPTO patents with 853,638 reactions. Task: Predict the reaction yield, written as a fraction of the theoretical maximum amount of product (1.0 means a 100% yield; for example, 0.34 means a 34% yield). (1) The product is [OH:23][C:24]1[CH:29]=[CH:28][C:27]([C:7]2[CH:16]=[C:15]3[C:10]([CH:11]=[C:12]([C:17]([O:19][CH3:20])=[O:18])[N:13]=[CH:14]3)=[CH:9][CH:8]=2)=[CH:26][CH:25]=1. The yield is 0.460. The catalyst is COCCOC. The reactants are FC(F)(F)S(O[C:7]1[CH:16]=[C:15]2[C:10]([CH:11]=[C:12]([C:17]([O:19][CH3:20])=[O:18])[N:13]=[CH:14]2)=[CH:9][CH:8]=1)(=O)=O.[OH:23][C:24]1[CH:29]=[CH:28][C:27](B(O)O)=[CH:26][CH:25]=1.C([O-])([O-])=O.[Na+].[Na+]. (2) The reactants are [CH3:1][O:2][C:3]1[CH:4]=[C:5]2[C:10](=[CH:11][C:12]=1[O:13][CH3:14])[N:9]=[CH:8][CH:7]=[C:6]2[O:15][C:16]1[CH:22]=[CH:21][C:19]([NH2:20])=[C:18]([CH3:23])[C:17]=1[CH3:24].Cl[C:26](Cl)([O:28][C:29](=[O:35])OC(Cl)(Cl)Cl)Cl.[CH3:37][C:38]1[CH:39]=[C:40](CO)[CH:41]=[CH:42][CH:43]=1.C(=O)(O)[O-].[Na+]. The catalyst is C(Cl)Cl.C(N(CC)CC)C.C1(C)C=CC=CC=1. The product is [CH3:1][O:2][C:3]1[CH:4]=[C:5]2[C:10](=[CH:11][C:12]=1[O:13][CH3:14])[N:9]=[CH:8][CH:7]=[C:6]2[O:15][C:16]1[CH:22]=[CH:21][C:19]([NH:20][C:29](=[O:35])[O:28][CH2:26][C:42]2[CH:41]=[CH:40][CH:39]=[C:38]([CH3:37])[CH:43]=2)=[C:18]([CH3:23])[C:17]=1[CH3:24]. The yield is 0.890. (3) The reactants are [CH2:1]([O:3][C:4]([C:6]1[S:7][C:8](Br)=[CH:9][CH:10]=1)=[O:5])[CH3:2].C(N(CC)CC)C.[CH3:19][C:20]([CH3:24])([CH3:23])[C:21]#[CH:22]. The catalyst is CN(C=O)C.[Cu](I)I.C1C=CC(/C=C/C(/C=C/C2C=CC=CC=2)=O)=CC=1.C1C=CC(/C=C/C(/C=C/C2C=CC=CC=2)=O)=CC=1.C1C=CC(/C=C/C(/C=C/C2C=CC=CC=2)=O)=CC=1.[Pd].[Pd]. The product is [CH2:1]([O:3][C:4]([C:6]1[S:7][C:8]([C:22]#[C:21][C:20]([CH3:24])([CH3:23])[CH3:19])=[CH:9][CH:10]=1)=[O:5])[CH3:2]. The yield is 0.950. (4) The reactants are [NH2:1][C:2]1[CH:7]=[CH:6][C:5]([CH2:8][CH2:9][C:10]([NH2:12])=[O:11])=[CH:4][C:3]=1Br.[CH3:14][C:15]1([CH3:24])[CH2:20][CH2:19][C:18](B(O)O)=[CH:17][CH2:16]1. The catalyst is CO.C(Cl)Cl. The product is [NH2:1][C:2]1[CH:7]=[CH:6][C:5]([CH2:8][CH2:9][C:10]([NH2:12])=[O:11])=[CH:4][C:3]=1[C:18]1[CH2:19][CH2:20][C:15]([CH3:24])([CH3:14])[CH2:16][CH:17]=1. The yield is 0.920.